Dataset: Reaction yield outcomes from USPTO patents with 853,638 reactions. Task: Predict the reaction yield, written as a fraction of the theoretical maximum amount of product (1.0 means a 100% yield; for example, 0.34 means a 34% yield). (1) The yield is 0.950. The catalyst is C1COCC1. The reactants are [O:1]1[CH2:5][CH2:4][CH2:3][C@@H:2]1[CH2:6]O.[NH:8]([C:17]([O:19][C:20]([CH3:23])([CH3:22])[CH3:21])=[O:18])[NH:9][C:10]([O:12][C:13]([CH3:16])([CH3:15])[CH3:14])=[O:11].C1(P(C2C=CC=CC=2)C2C=CC=CC=2)C=CC=CC=1.N(/C(OC(C)(C)C)=O)=N\C(OC(C)(C)C)=O. The product is [O:1]1[CH2:5][CH2:4][CH2:3][C@@H:2]1[CH2:6][N:8]([C:17]([O:19][C:20]([CH3:23])([CH3:22])[CH3:21])=[O:18])[NH:9][C:10]([O:12][C:13]([CH3:14])([CH3:15])[CH3:16])=[O:11]. (2) The reactants are [CH2:1]([N:4]1[C:12]2[C:11](=[O:13])[NH:10][C:9](=[O:14])[NH:8][C:7]=2[N:6]=[CH:5]1)[CH:2]=[CH2:3].C1C(=O)N([Cl:22])C(=O)C1.CO. The catalyst is CN(C=O)C. The product is [Cl:22][C:5]1[N:4]([CH2:1][CH:2]=[CH2:3])[C:12]2[C:11](=[O:13])[NH:10][C:9](=[O:14])[NH:8][C:7]=2[N:6]=1. The yield is 0.620. (3) The reactants are C(OC([NH:8][C@@H:9]([CH2:13][N:14]([C:21]1[CH:26]=[CH:25][CH:24]=[CH:23][CH:22]=1)[C:15]1[N:20]=[CH:19][CH:18]=[CH:17][N:16]=1)[C:10]([NH2:12])=[O:11])=O)(C)(C)C.[OH-].[K+]. The catalyst is Cl. The product is [NH2:8][C@@H:9]([CH2:13][N:14]([C:21]1[CH:26]=[CH:25][CH:24]=[CH:23][CH:22]=1)[C:15]1[N:16]=[CH:17][CH:18]=[CH:19][N:20]=1)[C:10]([NH2:12])=[O:11]. The yield is 0.800. (4) The reactants are [CH3:1][O:2][C:3]1[CH:4]=[C:5]([C:12]2[CH:17]=[CH:16][C:15]([C:18](=[O:27])[CH2:19][C:20]([CH3:26])([CH3:25])[C:21]([O:23][CH3:24])=[O:22])=[CH:14][CH:13]=2)[CH:6]=[CH:7][C:8]=1[N+:9]([O-])=O.Cl. The catalyst is C(O)C.[Fe]. The yield is 0.670. The product is [NH2:9][C:8]1[CH:7]=[CH:6][C:5]([C:12]2[CH:13]=[CH:14][C:15]([C:18](=[O:27])[CH2:19][C:20]([CH3:26])([CH3:25])[C:21]([O:23][CH3:24])=[O:22])=[CH:16][CH:17]=2)=[CH:4][C:3]=1[O:2][CH3:1]. (5) The reactants are [CH3:1][N:2]1[C:6]([C:7]([OH:9])=O)=[CH:5][C:4]([C:10]([F:13])([F:12])[F:11])=[N:3]1.O1CCCC1.C(Cl)(=O)C(Cl)=O.[NH2:25][C:26]1[CH:27]=[C:28]([CH:45]=[CH:46][C:47]=1[F:48])[O:29][C:30]1[CH:31]=[CH:32][C:33]2[N:34]([CH:36]=[C:37]([NH:39][C:40]([CH:42]3[CH2:44][CH2:43]3)=[O:41])[N:38]=2)[N:35]=1. The catalyst is CN(C)C=O.CN(C)C(=O)C. The product is [CH:42]1([C:40]([NH:39][C:37]2[N:38]=[C:33]3[CH:32]=[CH:31][C:30]([O:29][C:28]4[CH:45]=[CH:46][C:47]([F:48])=[C:26]([NH:25][C:7]([C:6]5[N:2]([CH3:1])[N:3]=[C:4]([C:10]([F:13])([F:12])[F:11])[CH:5]=5)=[O:9])[CH:27]=4)=[N:35][N:34]3[CH:36]=2)=[O:41])[CH2:43][CH2:44]1. The yield is 0.770. (6) The reactants are [F:1][C:2]1[CH:3]=[C:4]([CH:7]=[CH:8][CH:9]=1)[CH2:5][OH:6].[OH-].[K+].F[C:13]1[CH:18]=[CH:17][C:16]([N+:19]([O-:21])=[O:20])=[CH:15][CH:14]=1. The catalyst is O. The product is [F:1][C:2]1[CH:3]=[C:4]([CH:7]=[CH:8][CH:9]=1)[CH2:5][O:6][C:13]1[CH:18]=[CH:17][C:16]([N+:19]([O-:21])=[O:20])=[CH:15][CH:14]=1. The yield is 0.610. (7) The reactants are [F:1][C:2]1[CH:17]=[C:16]([N+:18]([O-:20])=[O:19])[CH:15]=[CH:14][C:3]=1[O:4][C:5]1[C:6]2[NH:13][CH:12]=[CH:11][C:7]=2[N:8]=[CH:9][N:10]=1.[H-].[Na+].[CH3:23][O:24][CH2:25]Cl.CO. The catalyst is CN(C=O)C. The product is [F:1][C:2]1[CH:17]=[C:16]([N+:18]([O-:20])=[O:19])[CH:15]=[CH:14][C:3]=1[O:4][C:5]1[C:6]2[N:13]([CH2:23][O:24][CH3:25])[CH:12]=[CH:11][C:7]=2[N:8]=[CH:9][N:10]=1. The yield is 0.490. (8) The reactants are [NH:1]1[C:9]2[C:4](=[CH:5][CH:6]=[CH:7][CH:8]=2)[C:3]2([C:13]3=[CH:14][C:15]4[O:19][CH2:18][O:17][C:16]=4[CH:20]=[C:12]3[O:11][CH2:10]2)[C:2]1=[O:21].[CH3:22][C:23]1[O:24][C:25]([C:30]([F:33])([F:32])[F:31])=[C:26]([CH2:28]O)[N:27]=1.C(P(CCCC)CCCC)CCC.CN(C)C(N=NC(N(C)C)=O)=O. The catalyst is O1CCCC1. The product is [CH3:22][C:23]1[O:24][C:25]([C:30]([F:33])([F:32])[F:31])=[C:26]([CH2:28][N:1]2[C:9]3[C:4](=[CH:5][CH:6]=[CH:7][CH:8]=3)[C:3]3([C:13]4=[CH:14][C:15]5[O:19][CH2:18][O:17][C:16]=5[CH:20]=[C:12]4[O:11][CH2:10]3)[C:2]2=[O:21])[N:27]=1. The yield is 0.680.